This data is from Catalyst prediction with 721,799 reactions and 888 catalyst types from USPTO. The task is: Predict which catalyst facilitates the given reaction. (1) Reactant: [NH2:1][C:2]1[N:7]=[CH:6][C:5]([N:8]2[CH:13]3[CH2:14][CH2:15][CH:9]2[CH2:10][N:11]([C:16]([O:18][C:19]([CH3:22])([CH3:21])[CH3:20])=[O:17])[CH2:12]3)=[CH:4][CH:3]=1.Br[C:24]1[C:25](=[O:32])[N:26]([CH3:31])[CH:27]=[C:28]([Br:30])[CH:29]=1.CC1(C)C2C(=C(P(C3C=CC=CC=3)C3C=CC=CC=3)C=CC=2)OC2C(P(C3C=CC=CC=3)C3C=CC=CC=3)=CC=CC1=2.C([O-])([O-])=O.[Cs+].[Cs+]. Product: [Br:30][C:28]1[CH:29]=[C:24]([NH:1][C:2]2[N:7]=[CH:6][C:5]([N:8]3[CH:9]4[CH2:15][CH2:14][CH:13]3[CH2:12][N:11]([C:16]([O:18][C:19]([CH3:22])([CH3:21])[CH3:20])=[O:17])[CH2:10]4)=[CH:4][CH:3]=2)[C:25](=[O:32])[N:26]([CH3:31])[CH:27]=1. The catalyst class is: 102. (2) Reactant: [CH2:1]([C:7]1[CH:12]=[CH:11][CH:10]=[CH:9][CH:8]=1)[CH2:2][CH2:3][CH2:4][CH2:5][CH3:6].[Cl:13][S:14](O)(=[O:16])=[O:15]. Product: [CH2:1]([C:7]1[CH:8]=[CH:9][C:10]([S:14]([Cl:13])(=[O:16])=[O:15])=[CH:11][CH:12]=1)[CH2:2][CH2:3][CH2:4][CH2:5][CH3:6]. The catalyst class is: 22.